Dataset: Full USPTO retrosynthesis dataset with 1.9M reactions from patents (1976-2016). Task: Predict the reactants needed to synthesize the given product. (1) Given the product [Cl:1][C:2]1[CH:3]=[C:4]([CH:30]=[CH:31][C:32]=1[F:33])[CH2:5][N:6]1[CH2:15][CH2:14][C:13]2[C:8](=[C:9]([OH:28])[C:10](=[O:27])[N:11]3[CH2:21][CH2:20][CH2:19][CH2:18][N:17]([CH2:22][C:23]([N:52]([CH3:54])[CH3:53])=[O:24])[C:16](=[O:26])[C:12]3=2)[C:7]1=[O:29], predict the reactants needed to synthesize it. The reactants are: [Cl:1][C:2]1[CH:3]=[C:4]([CH:30]=[CH:31][C:32]=1[F:33])[CH2:5][N:6]1[CH2:15][CH2:14][C:13]2[C:8](=[C:9]([OH:28])[C:10](=[O:27])[N:11]3[CH2:21][CH2:20][CH2:19][CH2:18][N:17]([CH2:22][C:23](O)=[O:24])[C:16](=[O:26])[C:12]3=2)[C:7]1=[O:29].F[P-](F)(F)(F)(F)F.N1(O[P+](N(C)C)(N(C)C)[N:52]([CH3:54])[CH3:53])C2C=CC=CC=2N=N1.C(N(C(C)C)CC)(C)C.CNC. (2) Given the product [CH3:16][C:14]1[NH:8][C:9]([NH2:11])=[N:10][C:12](=[O:17])[CH:13]=1, predict the reactants needed to synthesize it. The reactants are: C(O)C.C(=O)(O)O.[NH2:8][C:9]([NH2:11])=[NH:10].[C:12](OCC)(=[O:17])[CH2:13][C:14]([CH3:16])=O. (3) Given the product [N:3]([C@@H:6]([CH2:22][CH2:23][CH2:24][CH2:25][CH2:26][C:27](=[O:29])[CH3:28])[C:7]([OH:8])=[O:31])=[N+:4]=[N-:5], predict the reactants needed to synthesize it. The reactants are: [Li+].[OH-].[N:3]([C@@H:6]([CH2:22][CH2:23][CH2:24][CH2:25][CH2:26][C:27](=[O:29])[CH3:28])[C:7](N1[C@@H](CC2C=CC=CC=2)COC1=O)=[O:8])=[N+:4]=[N-:5].C([O-])(O)=[O:31].[Na+]. (4) The reactants are: [C:1]1([CH:7]([C:11]2[CH:16]=[CH:15][CH:14]=[CH:13][CH:12]=2)[C:8](Cl)=[O:9])[CH:6]=[CH:5][CH:4]=[CH:3][CH:2]=1.[NH2:17][CH2:18][CH2:19][CH2:20][N:21]1[CH2:26][CH2:25][CH:24]([C:27]2[CH:28]=[C:29]([NH:33][C:34](=[O:38])[CH2:35][CH2:36][CH3:37])[CH:30]=[CH:31][CH:32]=2)[CH2:23][CH2:22]1. Given the product [C:1]1([CH:7]([C:11]2[CH:16]=[CH:15][CH:14]=[CH:13][CH:12]=2)[C:8]([NH:17][CH2:18][CH2:19][CH2:20][N:21]2[CH2:26][CH2:25][CH:24]([C:27]3[CH:28]=[C:29]([NH:33][C:34](=[O:38])[CH2:35][CH2:36][CH3:37])[CH:30]=[CH:31][CH:32]=3)[CH2:23][CH2:22]2)=[O:9])[CH:6]=[CH:5][CH:4]=[CH:3][CH:2]=1, predict the reactants needed to synthesize it. (5) Given the product [Cl:1][C:2]1[CH:7]=[C:6]([C:8]#[C:9][C:10]2[N:11]=[C:12]([CH3:15])[N:13]([C:20]3[CH:19]=[CH:18][C:17]([F:16])=[C:22]([F:23])[CH:21]=3)[CH:14]=2)[CH:5]=[CH:4][N:3]=1, predict the reactants needed to synthesize it. The reactants are: [Cl:1][C:2]1[CH:7]=[C:6]([C:8]#[C:9][C:10]2[N:11]=[C:12]([CH3:15])[NH:13][CH:14]=2)[CH:5]=[CH:4][N:3]=1.[F:16][C:17]1[CH:18]=[C:19](B(O)O)[CH:20]=[CH:21][C:22]=1[F:23]. (6) Given the product [CH:25]1([CH2:24][N:15]([C@@H:16]2[CH2:20][CH2:19][O:18][CH2:17]2)[C:7]2[C:6]3[C:11](=[C:12]([O:13][CH3:14])[C:3]([O:2][CH3:1])=[CH:4][CH:5]=3)[N:10]=[CH:9][N:8]=2)[CH2:27][CH2:26]1, predict the reactants needed to synthesize it. The reactants are: [CH3:1][O:2][C:3]1[C:12]([O:13][CH3:14])=[C:11]2[C:6]([C:7]([NH:15][C@@H:16]3[CH2:20][CH2:19][O:18][CH2:17]3)=[N:8][CH:9]=[N:10]2)=[CH:5][CH:4]=1.[H-].[Na+].Br[CH2:24][CH:25]1[CH2:27][CH2:26]1. (7) Given the product [ClH:29].[ClH:29].[NH2:1][C:2]1[N:7]=[C:6]([CH:8]2[CH2:13][CH2:12][CH2:11][N:10]([CH2:14][C:15]([OH:17])=[O:16])[CH2:9]2)[CH:5]=[C:4]([C:20]2[CH:25]=[C:24]([CH2:26][CH3:27])[CH:23]=[CH:22][C:21]=2[OH:28])[N:3]=1, predict the reactants needed to synthesize it. The reactants are: [NH2:1][C:2]1[N:7]=[C:6]([CH:8]2[CH2:13][CH2:12][CH2:11][N:10]([CH2:14][C:15]([O:17]CC)=[O:16])[CH2:9]2)[CH:5]=[C:4]([C:20]2[CH:25]=[C:24]([CH2:26][CH3:27])[CH:23]=[CH:22][C:21]=2[OH:28])[N:3]=1.[ClH:29].